Predict the product of the given reaction. From a dataset of Forward reaction prediction with 1.9M reactions from USPTO patents (1976-2016). Given the reactants Cl[CH2:2][C:3]1[CH:8]=[CH:7][CH:6]=[C:5]([CH2:9][Cl:10])[N:4]=1.[C:11]1(=[O:21])[NH:15][C:14](=[O:16])[C:13]2=[CH:17][CH:18]=[CH:19][CH:20]=[C:12]12.[K], predict the reaction product. The product is: [Cl:10][CH2:9][C:5]1[N:4]=[C:3]([CH2:2][N:15]2[C:11](=[O:21])[C:12]3[C:13](=[CH:17][CH:18]=[CH:19][CH:20]=3)[C:14]2=[O:16])[CH:8]=[CH:7][CH:6]=1.